Dataset: Full USPTO retrosynthesis dataset with 1.9M reactions from patents (1976-2016). Task: Predict the reactants needed to synthesize the given product. Given the product [CH2:11]([O:18][C:19]1[CH:20]=[C:21]([CH:24]=[CH:25][CH:26]=1)[CH2:22][NH:1][C:2]1[C:7]([Cl:8])=[C:6]([CH3:9])[N:5]=[C:4]([CH3:10])[N:3]=1)[C:12]1[CH:13]=[CH:14][CH:15]=[CH:16][CH:17]=1, predict the reactants needed to synthesize it. The reactants are: [NH2:1][C:2]1[C:7]([Cl:8])=[C:6]([CH3:9])[N:5]=[C:4]([CH3:10])[N:3]=1.[CH2:11]([O:18][C:19]1[CH:20]=[C:21]([CH:24]=[CH:25][CH:26]=1)[CH2:22]Cl)[C:12]1[CH:17]=[CH:16][CH:15]=[CH:14][CH:13]=1.[H-].[Na+].